The task is: Regression/Classification. Given a drug SMILES string, predict its absorption, distribution, metabolism, or excretion properties. Task type varies by dataset: regression for continuous measurements (e.g., permeability, clearance, half-life) or binary classification for categorical outcomes (e.g., BBB penetration, CYP inhibition). Dataset: cyp2c9_veith.. This data is from CYP2C9 inhibition data for predicting drug metabolism from PubChem BioAssay. (1) The drug is O=C(Nc1c[nH]c(=O)[nH]c1=O)Oc1ccccc1. The result is 0 (non-inhibitor). (2) The result is 1 (inhibitor). The molecule is COc1ccc(N(Cc2c(C(F)(F)F)nn(C)c2Cl)S(=O)(=O)c2ccccc2)cc1. (3) The compound is Cc1ccccc1-c1nccc(NCc2cccnc2)n1. The result is 0 (non-inhibitor).